This data is from Full USPTO retrosynthesis dataset with 1.9M reactions from patents (1976-2016). The task is: Predict the reactants needed to synthesize the given product. (1) The reactants are: [CH2:1]([C@@H:8]1[CH2:12][O:11][C:10](=[O:13])[N:9]1[C:14](=[O:33])[C@H:15]([CH3:32])[C@H:16]([C@H:18]1[CH2:22][O:21][C:20]([CH3:24])([CH3:23])[N:19]1[C:25]([O:27][C:28]([CH3:31])([CH3:30])[CH3:29])=[O:26])[OH:17])[C:2]1[CH:7]=[CH:6][CH:5]=[CH:4][CH:3]=1.N1C(C)=CC=CC=1C.FC(F)(F)S(O[Si:48]([C:51]([CH3:54])([CH3:53])[CH3:52])([CH3:50])[CH3:49])(=O)=O. Given the product [CH2:1]([C@@H:8]1[CH2:12][O:11][C:10](=[O:13])[N:9]1[C:14](=[O:33])[C@H:15]([CH3:32])[C@H:16]([C@H:18]1[CH2:22][O:21][C:20]([CH3:24])([CH3:23])[N:19]1[C:25]([O:27][C:28]([CH3:31])([CH3:30])[CH3:29])=[O:26])[O:17][Si:48]([C:51]([CH3:54])([CH3:53])[CH3:52])([CH3:50])[CH3:49])[C:2]1[CH:7]=[CH:6][CH:5]=[CH:4][CH:3]=1, predict the reactants needed to synthesize it. (2) Given the product [Br:1][C:2]1[CH:6]=[N:5][N:4]([CH3:7])[C:3]=1[C:8]1[CH:9]=[C:10]([NH:18][C:27]([NH:26][C:23]2[CH:24]=[CH:25][C:20]([Cl:19])=[CH:21][CH:22]=2)=[O:28])[CH:11]=[CH:12][C:13]=1[O:14][CH:15]([CH3:16])[CH3:17], predict the reactants needed to synthesize it. The reactants are: [Br:1][C:2]1[CH:6]=[N:5][N:4]([CH3:7])[C:3]=1[C:8]1[CH:9]=[C:10]([NH2:18])[CH:11]=[CH:12][C:13]=1[O:14][CH:15]([CH3:17])[CH3:16].[Cl:19][C:20]1[CH:25]=[CH:24][C:23]([N:26]=[C:27]=[O:28])=[CH:22][CH:21]=1. (3) Given the product [C:1]([C:5]1[CH:10]=[CH:9][C:8]([C:11]2[O:15][C:14]([NH:16][C:17]3[CH:18]=[CH:19][CH:20]=[C:21]4[C:26]=3[CH2:25][CH:24]([OH:27])[CH2:23][CH2:22]4)=[N:13][CH:12]=2)=[CH:7][CH:6]=1)([CH3:4])([CH3:2])[CH3:3], predict the reactants needed to synthesize it. The reactants are: [C:1]([C:5]1[CH:10]=[CH:9][C:8]([C:11]2[O:15][C:14]([NH:16][C:17]3[CH:18]=[CH:19][CH:20]=[C:21]4[C:26]=3[CH2:25][C:24](=[O:27])[CH2:23][CH2:22]4)=[N:13][CH:12]=2)=[CH:7][CH:6]=1)([CH3:4])([CH3:3])[CH3:2].FC(F)(F)C1C=CC(C2OC(NC3C=CC=C4C=3CC(=O)CC4)=NC=2)=CC=1. (4) Given the product [CH2:1]([C:3]1[S:7][C:6]2[N:8]([CH2:32][C:33]3[CH:34]=[CH:35][C:36]([C:39]4[C:40]([C:45]#[N:46])=[CH:41][CH:42]=[CH:43][CH:44]=4)=[CH:37][CH:38]=3)[C:9](=[O:19])[C:10]([CH2:11][CH2:12][C:13]3[CH:14]=[CH:15][CH:16]=[CH:17][CH:18]=3)=[C:20]([OH:22])[C:5]=2[CH:4]=1)[CH3:2], predict the reactants needed to synthesize it. The reactants are: [CH2:1]([C:3]1[S:7][C:6]([NH:8][C:9](=[O:19])[CH2:10][CH2:11][CH2:12][C:13]2[CH:18]=[CH:17][CH:16]=[CH:15][CH:14]=2)=[C:5]([C:20]([O:22]C)=O)[CH:4]=1)[CH3:2].CN(C)C=O.[H-].[Na+].Br[CH2:32][C:33]1[CH:38]=[CH:37][C:36]([C:39]2[C:40]([C:45]#[N:46])=[CH:41][CH:42]=[CH:43][CH:44]=2)=[CH:35][CH:34]=1. (5) Given the product [F:19][C:11]1[C:12]([F:18])=[C:13]([O:16][CH3:17])[CH:14]=[CH:15][C:10]=1[CH2:9][C:5]1[C:4]([OH:3])=[N:22][NH:23][C:6]=1[CH3:7], predict the reactants needed to synthesize it. The reactants are: C([O:3][C:4](=O)[CH:5]([CH2:9][C:10]1[CH:15]=[CH:14][C:13]([O:16][CH3:17])=[C:12]([F:18])[C:11]=1[F:19])[C:6](=O)[CH3:7])C.O.[NH2:22][NH2:23]. (6) Given the product [CH2:4]([OH:7])[CH2:2][CH2:1][OH:3].[CH2:11]([OH:3])[CH2:10][CH2:9][CH2:8][OH:12], predict the reactants needed to synthesize it. The reactants are: [CH2:1]([OH:3])[CH3:2].[CH:4]([OH:7])(C)C.[CH2:8]([OH:12])[CH2:9][CH2:10][CH3:11].